From a dataset of Reaction yield outcomes from USPTO patents with 853,638 reactions. Predict the reaction yield, written as a fraction of the theoretical maximum amount of product (1.0 means a 100% yield; for example, 0.34 means a 34% yield). (1) The reactants are [C:1]1(C2CCN(C([O-])=O)CC2)C=CC=CC=1.[C:16]([C:18]1[CH:23]=[CH:22][C:21]([C:24]2[CH:32]=[C:31]([CH2:33][O:34][CH2:35][C:36]3([C:49]4[CH:54]=[CH:53][CH:52]=[CH:51][CH:50]=4)[CH2:41][CH2:40][N:39]([C:42]([O:44][C:45]([CH3:48])([CH3:47])[CH3:46])=[O:43])[CH2:38][CH2:37]3)[C:30]3[C:26](=[CH:27][N:28](C)[N:29]=3)[CH:25]=2)=[CH:20][CH:19]=1)#[N:17].C(C1C=CC(C2C=C3C(=C(COCC4(C5C=CC=CC=5)CCN(C(OC(C)(C)C)=O)CC4)C=2)NN=C3)=CC=1)#N.[H-].[Na+].IC. The catalyst is CN(C)C=O. The product is [C:16]([C:18]1[CH:23]=[CH:22][C:21]([C:24]2[CH:25]=[C:26]3[C:30](=[C:31]([CH2:33][O:34][CH2:35][C:36]4([C:49]5[CH:50]=[CH:51][CH:52]=[CH:53][CH:54]=5)[CH2:41][CH2:40][N:39]([C:42]([O:44][C:45]([CH3:46])([CH3:48])[CH3:47])=[O:43])[CH2:38][CH2:37]4)[CH:32]=2)[N:29]([CH3:1])[N:28]=[CH:27]3)=[CH:20][CH:19]=1)#[N:17]. The yield is 0.610. (2) The reactants are I[C:2]1[N:6]2[CH:7]=[CH:8][CH:9]=[C:10]([C:11]#[N:12])[C:5]2=[N:4][CH:3]=1.[CH:13]([O:16][C:17]1[CH:18]=[C:19]([NH:32][C:33]([NH:35][CH2:36][C:37]([F:40])([F:39])[F:38])=[O:34])[CH:20]=[C:21](B2OC(C)(C)C(C)(C)O2)[CH:22]=1)([CH3:15])[CH3:14].C([O-])([O-])=O.[Na+].[Na+].CCOC(C)=O. The catalyst is O1CCOCC1.[Cl-].[Na+].O. The product is [C:11]([C:10]1[C:5]2[N:6]([C:2]([C:21]3[CH:20]=[C:19]([NH:32][C:33]([NH:35][CH2:36][C:37]([F:38])([F:39])[F:40])=[O:34])[CH:18]=[C:17]([O:16][CH:13]([CH3:15])[CH3:14])[CH:22]=3)=[CH:3][N:4]=2)[CH:7]=[CH:8][CH:9]=1)#[N:12]. The yield is 0.321. (3) The reactants are Br[C:2]1[N:7]2[N:8]=[C:9]([NH2:11])[N:10]=[C:6]2[CH:5]=[CH:4][CH:3]=1.[CH3:12][S:13]([C:16]1[CH:17]=[C:18](B(O)O)[CH:19]=[CH:20][CH:21]=1)(=[O:15])=[O:14]. No catalyst specified. The product is [CH3:12][S:13]([C:16]1[CH:21]=[C:20]([C:2]2[N:7]3[N:8]=[C:9]([NH2:11])[N:10]=[C:6]3[CH:5]=[CH:4][CH:3]=2)[CH:19]=[CH:18][CH:17]=1)(=[O:15])=[O:14]. The yield is 0.520. (4) The reactants are [NH:1]1[CH2:5][CH2:4][CH2:3][C:2]1=[O:6].[H-].[Na+].[CH2:9]([O:11][C:12]([C:14]1[C:15](Cl)=[N:16][C:17]2[C:22]([C:23]=1[C:24]1[CH:29]=[CH:28][CH:27]=[CH:26][CH:25]=1)=[CH:21][C:20]([Cl:30])=[CH:19][CH:18]=2)=[O:13])[CH3:10]. The catalyst is C1COCC1. The product is [CH2:9]([O:11][C:12]([C:14]1[C:15]([N:1]2[CH2:5][CH2:4][CH2:3][C:2]2=[O:6])=[N:16][C:17]2[C:22]([C:23]=1[C:24]1[CH:29]=[CH:28][CH:27]=[CH:26][CH:25]=1)=[CH:21][C:20]([Cl:30])=[CH:19][CH:18]=2)=[O:13])[CH3:10]. The yield is 0.0700. (5) The reactants are [O:1]1[C:6]2[CH:7]=[CH:8][C:9]([C:11]3[C:16](F)=[CH:15][CH:14]=[C:13]([C:18]([F:21])([F:20])[F:19])[C:12]=3[C:22](=[O:26])[C:23]([OH:25])=[O:24])=[CH:10][C:5]=2[CH2:4][CH2:3][CH2:2]1.[N+:27]([C:30]1[CH:31]=[N:32][NH:33][CH:34]=1)([O-:29])=[O:28].[H-].[Na+].[CH3:37][Si](C=[N+]=[N-])(C)C.C(OCC)C. The catalyst is CC(N(C)C)=O.O.C(O)(=O)C.C1CCCCC1. The product is [O:1]1[C:6]2[CH:7]=[CH:8][C:9]([C:11]3[C:16]([N:32]4[CH:31]=[C:30]([N+:27]([O-:29])=[O:28])[CH:34]=[N:33]4)=[CH:15][CH:14]=[C:13]([C:18]([F:20])([F:19])[F:21])[C:12]=3[C:22](=[O:26])[C:23]([O:25][CH3:37])=[O:24])=[CH:10][C:5]=2[CH2:4][CH2:3][CH2:2]1. The yield is 0.530. (6) The reactants are [Cl:1][C:2]1[CH:11]=[CH:10][C:9]([C:12]#[N:13])=[CH:8][C:3]=1[C:4]([O:6][CH3:7])=[O:5].[NH2:14][OH:15]. The catalyst is CCO. The product is [NH2:13][C:12](=[N:14][OH:15])[C:9]1[CH:10]=[CH:11][C:2]([Cl:1])=[C:3]([CH:8]=1)[C:4]([O:6][CH3:7])=[O:5]. The yield is 0.910.